This data is from Forward reaction prediction with 1.9M reactions from USPTO patents (1976-2016). The task is: Predict the product of the given reaction. (1) Given the reactants [NH2:1][C@H:2]1[CH2:7][CH2:6][CH2:5][CH2:4][C@H:3]1[NH:8][C:9]1[CH:10]=[C:11]([NH:17][C:18]2[CH:23]=[CH:22][CH:21]=[C:20]([CH2:24][CH3:25])[N:19]=2)[C:12]([C:15]#[N:16])=[N:13][CH:14]=1.C[Si](C)(C)[O-:28].[K+], predict the reaction product. The product is: [NH2:1][C@H:2]1[CH2:7][CH2:6][CH2:5][CH2:4][C@H:3]1[NH:8][C:9]1[CH:10]=[C:11]([NH:17][C:18]2[CH:23]=[CH:22][CH:21]=[C:20]([CH2:24][CH3:25])[N:19]=2)[C:12]([C:15]([NH2:16])=[O:28])=[N:13][CH:14]=1. (2) Given the reactants [N:1]1[CH:6]=[CH:5][C:4]([C:7]2[N:8]=[C:9](O)[C:10]3[C:15]4[CH2:16][CH2:17][CH2:18][CH2:19][C:14]=4[S:13][C:11]=3[N:12]=2)=[CH:3][CH:2]=1.O=P(Cl)(Cl)[Cl:23], predict the reaction product. The product is: [Cl:23][C:9]1[C:10]2[C:15]3[CH2:16][CH2:17][CH2:18][CH2:19][C:14]=3[S:13][C:11]=2[N:12]=[C:7]([C:4]2[CH:5]=[CH:6][N:1]=[CH:2][CH:3]=2)[N:8]=1. (3) The product is: [Cl:1][C:2]1[C:10]([Cl:11])=[C:9]2[C:5]([CH2:6][C:7]([CH:14]3[CH2:15][CH2:19][CH2:18][CH2:17]3)([CH3:13])[CH2:8]2)=[CH:4][C:21]=1[O:24][C:28]([C:29]1[CH:30]=[C:31]([CH:32]=[CH:33][CH:34]=1)[C:35]#[N:36])=[O:39]. Given the reactants [Cl:1][C:2]1[C:10]([Cl:11])=[C:9]2[C:5]([CH2:6][C:7]([CH2:14][CH:15]3[CH2:19][CH2:18][CH2:17]C3)([CH3:13])[C:8]2=O)=[CH:4]C=1O.[C:21](=[O:24])([O-])[O-].[K+].[K+].Br[CH2:28][C:29]1[CH:34]=[CH:33][CH:32]=[C:31]([C:35]#[N:36])[CH:30]=1.CC(C)=[O:39], predict the reaction product. (4) Given the reactants [Cl:1][C:2]1[N:3]=[CH:4][C:5]2[S:10][CH:9]=[C:8]([C:11](Cl)=[O:12])[C:6]=2[N:7]=1.[N:14]1[N:15]([C:19]2[N:24]=[C:23]([NH2:25])[CH:22]=[CH:21][CH:20]=2)[N:16]=[CH:17][CH:18]=1.N1C=CC=CC=1, predict the reaction product. The product is: [N:14]1[N:15]([C:19]2[N:24]=[C:23]([NH:25][C:11]([C:8]3[C:6]4[N:7]=[C:2]([Cl:1])[N:3]=[CH:4][C:5]=4[S:10][CH:9]=3)=[O:12])[CH:22]=[CH:21][CH:20]=2)[N:16]=[CH:17][CH:18]=1. (5) Given the reactants [NH2:1][CH2:2][C:3]1[C:12](=[O:13])[C:11]2[C:6](=[CH:7][C:8]([Cl:14])=[CH:9][CH:10]=2)[N:5]([C:15]2[CH:20]=[CH:19][CH:18]=[CH:17][CH:16]=2)[CH:4]=1.Cl[C:22]([O:24][C:25]1[CH:30]=[CH:29][C:28]([N+:31]([O-:33])=[O:32])=[CH:27][CH:26]=1)=[O:23].C(N(CC)C(C)C)(C)C, predict the reaction product. The product is: [N+:31]([C:28]1[CH:27]=[CH:26][C:25]([O:24][C:22](=[O:23])[NH:1][CH2:2][C:3]2[C:12](=[O:13])[C:11]3[C:6](=[CH:7][C:8]([Cl:14])=[CH:9][CH:10]=3)[N:5]([C:15]3[CH:16]=[CH:17][CH:18]=[CH:19][CH:20]=3)[CH:4]=2)=[CH:30][CH:29]=1)([O-:33])=[O:32]. (6) Given the reactants [CH3:1][C:2]1[CH:6]=[C:5]([NH:7][C:8]2[CH:16]=[CH:15][C:14]([C:17]([F:20])([F:19])[F:18])=[CH:13][C:9]=2[C:10](O)=O)[N:4]([C:21]2[CH:26]=[CH:25][CH:24]=[CH:23][N:22]=2)[N:3]=1.P(Cl)(Cl)([Cl:29])=O, predict the reaction product. The product is: [Cl:29][C:10]1[C:9]2[C:8](=[CH:16][CH:15]=[C:14]([C:17]([F:19])([F:18])[F:20])[CH:13]=2)[N:7]=[C:5]2[N:4]([C:21]3[CH:26]=[CH:25][CH:24]=[CH:23][N:22]=3)[N:3]=[C:2]([CH3:1])[C:6]=12. (7) Given the reactants [F:1][C:2]1[CH:3]=[C:4]([CH:11](C(OCC2C=CC=CC=2)=O)[C:12]([O:14][CH2:15][CH3:16])=[O:13])[CH:5]=[CH:6][C:7]=1[N+:8]([O-])=O.C([O-])=O.[NH4+], predict the reaction product. The product is: [NH2:8][C:7]1[CH:6]=[CH:5][C:4]([CH2:11][C:12]([O:14][CH2:15][CH3:16])=[O:13])=[CH:3][C:2]=1[F:1].